Dataset: Forward reaction prediction with 1.9M reactions from USPTO patents (1976-2016). Task: Predict the product of the given reaction. Given the reactants Cl.CN(C)CCCN=C=NCC.[CH2:13]([S:17]([N:20]1[CH2:25][CH2:24][CH2:23][CH:22]([C:26]([OH:28])=O)[CH2:21]1)(=[O:19])=[O:18])[CH2:14][CH2:15][CH3:16].[CH:29]([O:32][C:33]1[CH:39]=[CH:38][C:36]([NH2:37])=[CH:35][CH:34]=1)([CH3:31])[CH3:30], predict the reaction product. The product is: [CH2:13]([S:17]([N:20]1[CH2:25][CH2:24][CH2:23][CH:22]([C:26]([NH:37][C:36]2[CH:35]=[CH:34][C:33]([O:32][CH:29]([CH3:31])[CH3:30])=[CH:39][CH:38]=2)=[O:28])[CH2:21]1)(=[O:18])=[O:19])[CH2:14][CH2:15][CH3:16].